Dataset: Forward reaction prediction with 1.9M reactions from USPTO patents (1976-2016). Task: Predict the product of the given reaction. (1) Given the reactants [CH3:1][C:2]1[N:7]=[CH:6][C:5]([CH2:8][OH:9])=[C:4]([CH:10]=O)[C:3]=1[OH:12].[NH2:13][CH2:14][CH2:15][CH2:16][CH2:17][CH2:18][C:19]([OH:21])=[O:20].[BH4-].[Na+], predict the reaction product. The product is: [OH-:9].[NH4+:7].[OH:12][C:3]1[C:2]([CH3:1])=[N:7][CH:6]=[C:5]([CH2:8][OH:9])[C:4]=1[CH2:10][NH:13][CH2:14][CH2:15][CH2:16][CH2:17][CH2:18][C:19]([OH:21])=[O:20]. (2) Given the reactants [S:1]1[CH:5]=[CH:4][C:3]2[C:6]([N:10]3[CH2:15][CH2:14][N:13]([CH2:16][CH2:17][CH2:18]O)[CH2:12][CH2:11]3)=[CH:7][CH:8]=[CH:9][C:2]1=2.C(Cl)(Cl)(Cl)[Cl:21].C1(P(C2C=CC=CC=2)C2C=CC=CC=2)C=CC=CC=1.CO, predict the reaction product. The product is: [S:1]1[CH:5]=[CH:4][C:3]2[C:6]([N:10]3[CH2:15][CH2:14][N:13]([CH2:16][CH2:17][CH2:18][Cl:21])[CH2:12][CH2:11]3)=[CH:7][CH:8]=[CH:9][C:2]1=2. (3) Given the reactants [C:1]([O:8][CH3:9])(=[O:7])/[CH:2]=[CH:3]\[C:4]([O-])=[O:5].C(Cl)(=O)C([Cl:13])=O, predict the reaction product. The product is: [CH3:9][O:8][C:1](=[O:7])/[CH:2]=[CH:3]\[C:4]([Cl:13])=[O:5]. (4) Given the reactants [CH2:1]([O:8][C:9]1[CH:18]=[CH:17][C:16]2[C:11](=[CH:12][CH:13]=[C:14]([CH:19]([N+:21]([O-:23])=[O:22])[CH3:20])[CH:15]=2)[N:10]=1)[CH2:2][CH2:3][CH2:4][CH2:5][CH2:6][CH3:7].C=O.[CH3:26][O:27][Na], predict the reaction product. The product is: [CH2:1]([O:8][C:9]1[CH:18]=[CH:17][C:16]2[C:11](=[CH:12][CH:13]=[C:14]([C:19]([N+:21]([O-:23])=[O:22])([CH3:20])[CH2:26][OH:27])[CH:15]=2)[N:10]=1)[CH2:2][CH2:3][CH2:4][CH2:5][CH2:6][CH3:7]. (5) Given the reactants [F:1][C:2]1[C:7]([F:8])=[CH:6][CH:5]=[CH:4][C:3]=1[C:9]1[NH:17][C:12]2=[CH:13][N:14]=[N:15][CH:16]=[C:11]2[N:10]=1.Cl[CH2:19][C:20]1[O:24][N:23]=[C:22]([C:25]2[CH:30]=[CH:29][C:28]([O:31][CH3:32])=[CH:27][C:26]=2[O:33][CH3:34])[CH:21]=1, predict the reaction product. The product is: [F:1][C:2]1[C:7]([F:8])=[CH:6][CH:5]=[CH:4][C:3]=1[C:9]1[N:17]=[C:12]2[CH:13]=[N:14][N:15]([CH2:19][C:20]3[O:24][N:23]=[C:22]([C:25]4[CH:30]=[CH:29][C:28]([O:31][CH3:32])=[CH:27][C:26]=4[O:33][CH3:34])[CH:21]=3)[CH:16]=[C:11]2[N:10]=1.